This data is from Forward reaction prediction with 1.9M reactions from USPTO patents (1976-2016). The task is: Predict the product of the given reaction. (1) Given the reactants [N+:1]([C:4]1[CH:9]=[CH:8][C:7]([CH2:10][S:11]([O-:14])(=O)=[O:12])=[CH:6][CH:5]=1)([O-:3])=[O:2].[Na+].P(Cl)(Cl)(Cl)(Cl)[Cl:17], predict the reaction product. The product is: [N+:1]([C:4]1[CH:9]=[CH:8][C:7]([CH2:10][S:11]([Cl:17])(=[O:14])=[O:12])=[CH:6][CH:5]=1)([O-:3])=[O:2]. (2) The product is: [CH2:1]([O:3][C:4](=[O:34])[C@@:5]([OH:33])([CH3:32])[CH2:6][N:7]([CH2:17][C:18]1[CH:19]=[CH:20][C:21]([C:24]2[CH:29]=[C:28]([Cl:30])[CH:27]=[CH:26][C:25]=2[F:31])=[CH:22][CH:23]=1)[NH:8][C:9]([C:11]1[O:15][N:14]=[C:13]([OH:16])[CH:12]=1)=[O:10])[CH2:2][CH2:35][CH2:36][CH2:37][CH2:38][CH3:39]. Given the reactants [CH2:1]([O:3][C:4](=[O:34])[C@@:5]([OH:33])([CH3:32])[CH2:6][N:7]([CH2:17][C:18]1[CH:23]=[CH:22][C:21]([C:24]2[CH:29]=[C:28]([Cl:30])[CH:27]=[CH:26][C:25]=2[F:31])=[CH:20][CH:19]=1)[NH:8][C:9]([C:11]1[O:15][N:14]=[C:13]([OH:16])[CH:12]=1)=[O:10])[CH3:2].[CH2:35](O)[CH2:36][CH2:37][CH2:38][CH2:39]CC.Cl.O1CCOCC1, predict the reaction product.